Dataset: Full USPTO retrosynthesis dataset with 1.9M reactions from patents (1976-2016). Task: Predict the reactants needed to synthesize the given product. (1) Given the product [Cl:11][C:12]1[CH:17]=[CH:16][C:15]([C:18]2[NH:27][C:26](=[O:28])[C:25]3[C:20](=[CH:21][C:22]([O:31][CH3:32])=[CH:23][C:24]=3[O:29][CH3:30])[N:19]=2)=[C:14]([NH:43][CH:40]2[CH2:41][CH2:42][N:37]([CH:34]([CH3:36])[CH3:35])[CH2:38][CH2:39]2)[CH:13]=1, predict the reactants needed to synthesize it. The reactants are: C[Si]([N-][Si](C)(C)C)(C)C.[Li+].[Cl:11][C:12]1[CH:17]=[CH:16][C:15]([C:18]2[NH:27][C:26](=[O:28])[C:25]3[C:20](=[CH:21][C:22]([O:31][CH3:32])=[CH:23][C:24]=3[O:29][CH3:30])[N:19]=2)=[C:14](F)[CH:13]=1.[CH:34]([N:37]1[CH2:42][CH2:41][CH:40]([NH2:43])[CH2:39][CH2:38]1)([CH3:36])[CH3:35]. (2) Given the product [O:14]=[CH:13][C@@H:12]([NH:11][C:9](=[O:10])[O:8][CH2:1][C:2]1[CH:7]=[CH:6][CH:5]=[CH:4][CH:3]=1)[CH2:17][CH3:18], predict the reactants needed to synthesize it. The reactants are: [CH2:1]([O:8][C:9]([NH:11][C@@H:12]([CH2:17][CH3:18])[C:13](OC)=[O:14])=[O:10])[C:2]1[CH:7]=[CH:6][CH:5]=[CH:4][CH:3]=1. (3) Given the product [CH3:25][C:15]1[CH:20]=[CH:19][C:18]([S:21]([O:12][CH2:11][CH:8]2[CH2:7][C:6]3[CH:5]=[C:4]([C:13]#[N:14])[CH:3]=[C:2]([Br:1])[C:10]=3[O:9]2)(=[O:23])=[O:22])=[CH:17][CH:16]=1, predict the reactants needed to synthesize it. The reactants are: [Br:1][C:2]1[C:10]2[O:9][CH:8]([CH2:11][OH:12])[CH2:7][C:6]=2[CH:5]=[C:4]([C:13]#[N:14])[CH:3]=1.[C:15]1([CH3:25])[CH:20]=[CH:19][C:18]([S:21](Cl)(=[O:23])=[O:22])=[CH:17][CH:16]=1. (4) Given the product [CH2:1]([CH:8]1[CH2:13][CH2:12][N:11]([CH2:21][CH2:20][CH2:19][NH:18][C:17]2[S:31][CH:24]=[CH:23][N:22]=2)[CH2:10][CH2:9]1)[C:2]1[CH:7]=[CH:6][CH:5]=[CH:4][CH:3]=1, predict the reactants needed to synthesize it. The reactants are: [CH2:1]([CH:8]1[CH2:13][CH2:12][NH:11][CH2:10][CH2:9]1)[C:2]1[CH:7]=[CH:6][CH:5]=[CH:4][CH:3]=1.C1[CH2:24][CH2:23][N:22]2[C:17](=[N:18][CH2:19][CH2:20][CH2:21]2)CC1.C(C=C)=O.NC1[S:31]C=CN=1.C(O[BH-](OC(=O)C)OC(=O)C)(=O)C.[Na+].[OH-].[Na+]. (5) Given the product [Cl:4][C:5]1[CH:10]=[CH:9][CH:8]=[C:7]([CH:11]([C:13]2[CH:18]=[CH:17][CH:16]=[C:15]([O:19][CH3:20])[C:14]=2[O:21][CH3:22])[OH:12])[C:6]=1[N:23]([CH2:24][C:25]1[CH:30]=[CH:29][C:28]([O:31][CH3:32])=[CH:27][C:26]=1[O:33][CH3:34])[C:48](=[O:49])/[CH:47]=[CH:41]/[C:42]([O:44][CH2:45][CH3:46])=[O:43], predict the reactants needed to synthesize it. The reactants are: ClCCl.[Cl:4][C:5]1[C:6]([NH:23][CH2:24][C:25]2[CH:30]=[CH:29][C:28]([O:31][CH3:32])=[CH:27][C:26]=2[O:33][CH3:34])=[C:7]([CH:11]([C:13]2[CH:18]=[CH:17][CH:16]=[C:15]([O:19][CH3:20])[C:14]=2[O:21][CH3:22])[OH:12])[CH:8]=[CH:9][CH:10]=1.C(=O)([O-])O.[Na+].Cl/[C:41](=[CH:47]\[C:48]([O-])=[O:49])/[C:42]([O:44][CH2:45][CH3:46])=[O:43]. (6) Given the product [CH:1]1([C:6]2[C:10]3[CH2:11][NH:12][CH2:13][CH2:14][C:9]=3[NH:8][N:7]=2)[CH2:2][CH2:3][CH2:4][CH2:5]1, predict the reactants needed to synthesize it. The reactants are: [CH:1]1([C:6]2[C:10]3[CH2:11][N:12](C(OC(C)(C)C)=O)[CH2:13][CH2:14][C:9]=3[NH:8][N:7]=2)[CH2:5][CH2:4][CH2:3][CH2:2]1.Cl.O1CCOCC1.C(OCC)(=O)C. (7) Given the product [CH2:1]([O:3][C:4]([C:6]1([C:15](=[O:27])[NH:16][C:17]2[CH:26]=[CH:25][CH:24]=[C:23]3[C:18]=2[CH2:19][CH2:20][NH:21][CH2:22]3)[CH2:14][C:13]2[C:8](=[CH:9][CH:10]=[CH:11][CH:12]=2)[CH2:7]1)=[O:5])[CH3:2], predict the reactants needed to synthesize it. The reactants are: [CH2:1]([O:3][C:4]([C:6]1([C:15](=[O:27])[NH:16][C:17]2[CH:26]=[CH:25][CH:24]=[C:23]3[C:18]=2[CH:19]=[CH:20][N:21]=[CH:22]3)[CH2:14][C:13]2[C:8](=[CH:9][CH:10]=[CH:11][CH:12]=2)[CH2:7]1)=[O:5])[CH3:2].CCO. (8) Given the product [C:5]1([NH:8][C:9]([C:11]2[C:19]3[C:14](=[CH:15][CH:16]=[C:17]([CH2:25][CH2:26][C:27]4[CH:32]=[CH:31][CH:30]=[CH:29][CH:28]=4)[CH:18]=3)[NH:13][N:12]=2)=[O:10])[CH:6]=[CH:7][CH:2]=[CH:3][CH:4]=1, predict the reactants needed to synthesize it. The reactants are: F[C:2]1[CH:7]=[CH:6][C:5]([NH:8][C:9]([C:11]2[C:19]3[C:14](=[CH:15][CH:16]=[C:17](I)[CH:18]=3)[NH:13][N:12]=2)=[O:10])=[CH:4][CH:3]=1.C[O-].[Na+].F[C:25]#[C:26][C:27]1[CH:32]=[CH:31][CH:30]=[CH:29][CH:28]=1. (9) Given the product [CH3:1][S:2]([C:5]1[CH:6]=[C:7]2[C:12](=[CH:13][CH:14]=1)[NH:11][CH:10]([C:15]1[CH:20]=[CH:19][CH:18]=[C:17]([N+:21]([O-:23])=[O:22])[CH:16]=1)[C:9]([CH3:25])([CH3:24])[CH2:8]2)(=[O:3])=[O:4], predict the reactants needed to synthesize it. The reactants are: [CH3:1][S:2]([C:5]1[CH:6]=[C:7]2[C:12](=[CH:13][CH:14]=1)[NH:11][CH:10]([C:15]1[CH:20]=[CH:19][CH:18]=[C:17]([N+:21]([O-:23])=[O:22])[CH:16]=1)[C:9]([CH3:25])([CH3:24])[CH:8]2O)(=[O:4])=[O:3].C([SiH](CC)CC)C. (10) Given the product [Cl:1][C:2]1[CH:9]=[C:8]([N:10]([C@H:11]2[CH2:15][CH2:14][N:13]([CH2:30][C:29]3[C:28]([F:27])=[CH:35][CH:34]=[CH:33][C:32]=3[F:36])[CH2:12]2)[CH2:16][C:17]2[CH:22]=[CH:21][CH:20]=[CH:19][C:18]=2[C:23]([F:26])([F:24])[F:25])[CH:7]=[CH:6][C:3]=1[C:4]#[N:5], predict the reactants needed to synthesize it. The reactants are: [Cl:1][C:2]1[CH:9]=[C:8]([N:10]([CH2:16][C:17]2[CH:22]=[CH:21][CH:20]=[CH:19][C:18]=2[C:23]([F:26])([F:25])[F:24])[C@H:11]2[CH2:15][CH2:14][NH:13][CH2:12]2)[CH:7]=[CH:6][C:3]=1[C:4]#[N:5].[F:27][C:28]1[CH:35]=[CH:34][CH:33]=[C:32]([F:36])[C:29]=1[CH2:30]Br.